From a dataset of Full USPTO retrosynthesis dataset with 1.9M reactions from patents (1976-2016). Predict the reactants needed to synthesize the given product. Given the product [C:42]([O:41][C:40](=[O:46])[N:39]([C@H:20]([CH2:19][S:16]([C:11]1[CH:10]=[CH:9][C:8]2[C:13](=[CH:14][CH:15]=[C:6]([Cl:5])[CH:7]=2)[CH:12]=1)(=[O:18])=[O:17])[C:21]([N:23]1[CH2:24][CH2:25][CH:26]([N:29]2[CH2:33][C:32]3=[CH:34][N:35]=[C:36]([CH3:37])[N:31]3[C:30]2=[O:38])[CH2:27][CH2:28]1)=[O:22])[CH3:1])([CH3:43])([CH3:45])[CH3:44], predict the reactants needed to synthesize it. The reactants are: [CH3:1]I.[H-].[Na+].[Cl:5][C:6]1[CH:7]=[C:8]2[C:13](=[CH:14][CH:15]=1)[CH:12]=[C:11]([S:16]([CH2:19][C@@H:20]([NH:39][C:40](=[O:46])[O:41][C:42]([CH3:45])([CH3:44])[CH3:43])[C:21]([N:23]1[CH2:28][CH2:27][CH:26]([N:29]3[CH2:33][C:32]4=[CH:34][N:35]=[C:36]([CH3:37])[N:31]4[C:30]3=[O:38])[CH2:25][CH2:24]1)=[O:22])(=[O:18])=[O:17])[CH:10]=[CH:9]2.O.